This data is from Forward reaction prediction with 1.9M reactions from USPTO patents (1976-2016). The task is: Predict the product of the given reaction. (1) Given the reactants [F:1][C:2]1[CH:3]=[C:4]([C:18]([O:20][CH3:21])=[O:19])[C:5]2[O:9][C:8]([C:10]3[CH:15]=[CH:14][C:13]([CH3:16])=[CH:12][CH:11]=3)=[N:7][C:6]=2[CH:17]=1.C1C(=O)N([Br:29])C(=O)C1, predict the reaction product. The product is: [Br:29][CH2:16][C:13]1[CH:12]=[CH:11][C:10]([C:8]2[O:9][C:5]3[C:4]([C:18]([O:20][CH3:21])=[O:19])=[CH:3][C:2]([F:1])=[CH:17][C:6]=3[N:7]=2)=[CH:15][CH:14]=1. (2) Given the reactants C1CCC(N=C=NC2CCCCC2)CC1.C(Cl)Cl.[CH3:19][O:20][C:21]1[CH:26]=[C:25]([O:27][CH3:28])[N:24]=[C:23]([N:29]2[C:38](=[O:39])[C:37]3[C:32](=[CH:33][C:34]([C:40](O)=[O:41])=[CH:35][CH:36]=3)[NH:31][C:30]2=[S:43])[N:22]=1.[N:44]1[CH:49]=[CH:48][C:47]([CH2:50][NH2:51])=[CH:46][CH:45]=1, predict the reaction product. The product is: [CH3:19][O:20][C:21]1[CH:26]=[C:25]([O:27][CH3:28])[N:24]=[C:23]([N:29]2[C:38](=[O:39])[C:37]3[C:32](=[CH:33][C:34]([C:40]([NH:51][CH2:50][C:47]4[CH:48]=[CH:49][N:44]=[CH:45][CH:46]=4)=[O:41])=[CH:35][CH:36]=3)[NH:31][C:30]2=[S:43])[N:22]=1. (3) The product is: [F:29][C:30]([F:36])([F:35])[CH2:31][C:32]([NH:17][CH2:16][C:9]1[C:10]2[C:15](=[CH:14][CH:13]=[CH:12][CH:11]=2)[C:6](/[CH:5]=[CH:4]/[CH:3]([C:18]2[CH:19]=[C:20]([Cl:26])[C:21]([Cl:25])=[C:22]([Cl:24])[CH:23]=2)[C:2]([F:1])([F:27])[F:28])=[CH:7][CH:8]=1)=[O:33]. Given the reactants [F:1][C:2]([F:28])([F:27])[CH:3]([C:18]1[CH:23]=[C:22]([Cl:24])[C:21]([Cl:25])=[C:20]([Cl:26])[CH:19]=1)/[CH:4]=[CH:5]/[C:6]1[C:15]2[C:10](=[CH:11][CH:12]=[CH:13][CH:14]=2)[C:9]([CH2:16][NH2:17])=[CH:8][CH:7]=1.[F:29][C:30]([F:36])([F:35])[CH2:31][C:32](O)=[O:33].C1C=CC2N(O)N=NC=2C=1.CCN=C=NCCCN(C)C.Cl.CCN(C(C)C)C(C)C, predict the reaction product. (4) The product is: [CH3:35][N:30]([S:31]([CH3:34])(=[O:33])=[O:32])[C:25]1[C:24]([CH2:23][NH:22][C:20]2[C:19]([C:36]([F:39])([F:37])[F:38])=[CH:18][N:17]=[C:16]([NH:15][C:12]3[CH:11]=[CH:10][C:9]([P:4](=[O:3])([OH:5])[OH:8])=[CH:14][CH:13]=3)[N:21]=2)=[CH:29][CH:28]=[CH:27][N:26]=1. Given the reactants C([O:3][P:4]([C:9]1[CH:14]=[CH:13][C:12]([NH:15][C:16]2[N:21]=[C:20]([NH:22][CH2:23][C:24]3[C:25]([N:30]([CH3:35])[S:31]([CH3:34])(=[O:33])=[O:32])=[N:26][CH:27]=[CH:28][CH:29]=3)[C:19]([C:36]([F:39])([F:38])[F:37])=[CH:18][N:17]=2)=[CH:11][CH:10]=1)(=[O:8])[O:5]CC)C.Cl, predict the reaction product. (5) Given the reactants [C:1]([N:9]1[CH2:14][CH2:13][C:12](=O)[CH2:11][CH2:10]1)(=[O:8])[C:2]1[CH:7]=[CH:6][CH:5]=[CH:4][CH:3]=1.[C:16]([N:19]1[C:27]2[C:22](=[CH:23][CH:24]=[C:25]([NH2:28])[CH:26]=2)[CH2:21][CH2:20]1)(=[O:18])[CH3:17].CC(O)=O.[BH-](OC(C)=O)(OC(C)=O)OC(C)=O.[Na+], predict the reaction product. The product is: [C:1]([N:9]1[CH2:14][CH2:13][CH:12]([NH:28][C:25]2[CH:26]=[C:27]3[C:22]([CH2:21][CH2:20][N:19]3[C:16](=[O:18])[CH3:17])=[CH:23][CH:24]=2)[CH2:11][CH2:10]1)(=[O:8])[C:2]1[CH:7]=[CH:6][CH:5]=[CH:4][CH:3]=1. (6) The product is: [CH3:1][O:2][C:3]1[CH:8]=[CH:7][CH:6]=[CH:5][C:4]=1[C:9]1[N:14]=[CH:13][C:12]2[CH:15]=[C:16](/[CH:18]=[C:26]3/[C:24](=[O:25])[NH:23][C:21](=[S:22])[S:20]/3)[O:17][C:11]=2[CH:10]=1. Given the reactants [CH3:1][O:2][C:3]1[CH:8]=[CH:7][CH:6]=[CH:5][C:4]=1[C:9]1[N:14]=[CH:13][C:12]2[CH:15]=[C:16]([CH:18]=O)[O:17][C:11]=2[CH:10]=1.[S:20]1[CH2:26][C:24](=[O:25])[NH:23][C:21]1=[S:22].C([O-])(=O)C.[Na+], predict the reaction product. (7) Given the reactants [CH3:1][O:2][C:3]1[CH:8]=[CH:7][CH:6]=[CH:5][C:4]=1[N:9]1[CH2:14][CH2:13][N:12]([CH2:15][CH2:16][CH2:17][C:18](OCC)=[O:19])[CH2:11][CH2:10]1.COC1C=CC=CC=1N1CCN(CCCO)CC1, predict the reaction product. The product is: [CH3:1][O:2][C:3]1[CH:8]=[CH:7][CH:6]=[CH:5][C:4]=1[N:9]1[CH2:10][CH2:11][N:12]([CH2:15][CH2:16][CH2:17][CH2:18][OH:19])[CH2:13][CH2:14]1.